Binary Classification. Given a drug SMILES string, predict its activity (active/inactive) in a high-throughput screening assay against a specified biological target. From a dataset of Orexin1 receptor HTS with 218,158 compounds and 233 confirmed actives. The compound is o1c(C(=O)Nc2ccc(NC(=O)c3occc3)cc2)ccc1. The result is 0 (inactive).